This data is from Full USPTO retrosynthesis dataset with 1.9M reactions from patents (1976-2016). The task is: Predict the reactants needed to synthesize the given product. (1) Given the product [C:1]([C:5]1[S:9][C:8]([NH:10][C:17](=[O:18])[C:16]2[CH:20]=[C:12]([Cl:11])[CH:13]=[CH:14][C:15]=2[O:21][CH3:22])=[N:7][N:6]=1)([CH3:4])([CH3:3])[CH3:2], predict the reactants needed to synthesize it. The reactants are: [C:1]([C:5]1[S:9][C:8]([NH2:10])=[N:7][N:6]=1)([CH3:4])([CH3:3])[CH3:2].[Cl:11][C:12]1[CH:13]=[CH:14][C:15]([O:21][CH3:22])=[C:16]([CH:20]=1)[C:17](Cl)=[O:18].C(N(CC)CC)C. (2) Given the product [N:1]1([C:9]2[N:8]=[N:7][C:6]([Cl:5])=[CH:11][CH:10]=2)[CH2:4][CH2:3][CH2:2]1, predict the reactants needed to synthesize it. The reactants are: [NH:1]1[CH2:4][CH2:3][CH2:2]1.[Cl:5][C:6]1[N:7]=[N:8][C:9](Cl)=[CH:10][CH:11]=1.C(N(CC)C(C)C)(C)C. (3) Given the product [CH3:1][CH:2]1[CH2:7][CH2:6][C:5]2[N:17]([C:18]3[CH:26]=[CH:25][C:21]([C:22]([OH:24])=[O:23])=[CH:20][CH:19]=3)[C:10]([C:11]3[S:12][CH:13]=[CH:14][N:15]=3)=[CH:9][C:4]=2[CH2:3]1, predict the reactants needed to synthesize it. The reactants are: [CH3:1][CH:2]1[CH2:7][CH2:6][C:5](=O)[CH:4]([CH2:9][C:10](=O)[C:11]2[S:12][CH:13]=[CH:14][N:15]=2)[CH2:3]1.[NH2:17][C:18]1[CH:26]=[CH:25][C:21]([C:22]([OH:24])=[O:23])=[CH:20][CH:19]=1. (4) Given the product [NH:4]1[C:12]2[C:7](=[CH:8][C:9]([NH:13][C:14]3[C:15]4[CH:22]=[C:21]([C:23]5[CH2:24][CH2:25][N:26]([C:36](=[O:37])[CH2:35][C:29]6[CH:34]=[CH:33][CH:32]=[CH:31][CH:30]=6)[CH2:27][CH:28]=5)[NH:20][C:16]=4[N:17]=[CH:18][N:19]=3)=[CH:10][CH:11]=2)[CH:6]=[N:5]1, predict the reactants needed to synthesize it. The reactants are: Cl.Cl.Cl.[NH:4]1[C:12]2[C:7](=[CH:8][C:9]([NH:13][C:14]3[C:15]4[CH:22]=[C:21]([C:23]5[CH2:24][CH2:25][NH:26][CH2:27][CH:28]=5)[NH:20][C:16]=4[N:17]=[CH:18][N:19]=3)=[CH:10][CH:11]=2)[CH:6]=[N:5]1.[C:29]1([CH2:35][C:36](Cl)=[O:37])[CH:34]=[CH:33][CH:32]=[CH:31][CH:30]=1.CCN(C(C)C)C(C)C.CO. (5) Given the product [CH2:1]([N:8]1[CH2:14][CH:13]2[CH:15]([N:18]([CH3:19])[CH3:17])[CH:10]([CH2:11][CH2:12]2)[CH2:9]1)[C:2]1[CH:7]=[CH:6][CH:5]=[CH:4][CH:3]=1, predict the reactants needed to synthesize it. The reactants are: [CH2:1]([N:8]1[CH2:14][CH:13]2[C:15](=O)[CH:10]([CH2:11][CH2:12]2)[CH2:9]1)[C:2]1[CH:7]=[CH:6][CH:5]=[CH:4][CH:3]=1.[CH3:17][NH:18][CH3:19]. (6) Given the product [O:16]1[CH2:17][CH2:18][O:19][C:14]2[CH:13]=[C:12]([NH:10][C:11]3[N:4]4[C:3]([O:2][CH3:1])=[CH:8][CH:7]=[N:6][C:5]4=[N:9][C:25]=3[C:24]3[C:23]([CH3:22])=[CH:30][C:29]([OH:31])=[CH:28][C:27]=3[CH3:32])[CH:21]=[CH:20][C:15]1=2, predict the reactants needed to synthesize it. The reactants are: [CH3:1][O:2][C:3]1[CH:8]=[CH:7][N:6]=[C:5]([NH2:9])[N:4]=1.[N+:10]([C:12]1[CH:21]=[CH:20][C:15]2[O:16][CH2:17][CH2:18][O:19][C:14]=2[CH:13]=1)#[C-:11].[CH3:22][C:23]1[CH:30]=[C:29]([OH:31])[CH:28]=[C:27]([CH3:32])[C:24]=1[CH:25]=O.[Cl-].[In+3].[Cl-].[Cl-].